Task: Predict which catalyst facilitates the given reaction.. Dataset: Catalyst prediction with 721,799 reactions and 888 catalyst types from USPTO Reactant: [Cl:1][C:2]1[C:11]2[C:6](=[CH:7][CH:8]=[CH:9][CH:10]=2)[C:5]([OH:12])=[CH:4][N:3]=1.[Si](C=[N+]=[N-])(C)(C)[CH3:14]. Product: [Cl:1][C:2]1[C:11]2[C:6](=[CH:7][CH:8]=[CH:9][CH:10]=2)[C:5]([O:12][CH3:14])=[CH:4][N:3]=1. The catalyst class is: 10.